Task: Predict which catalyst facilitates the given reaction.. Dataset: Catalyst prediction with 721,799 reactions and 888 catalyst types from USPTO (1) Reactant: [N+:1]([C:4]1[CH:9]=[CH:8][C:7]([C:10]2[N:15]=[C:14]([C:16]3[CH:21]=[CH:20][CH:19]=[CH:18][CH:17]=3)[N:13]=[C:12]([OH:22])[CH:11]=2)=[CH:6][CH:5]=1)([O-:3])=[O:2].[CH3:23][O:24][C:25]([C:27]1[CH:32]=[CH:31][C:30]([CH2:33]Br)=[CH:29][CH:28]=1)=[O:26].C(N(CC)CC)C.Cl. Product: [CH3:23][O:24][C:25](=[O:26])[C:27]1[CH:32]=[CH:31][C:30]([CH2:33][O:22][C:12]2[CH:11]=[C:10]([C:7]3[CH:6]=[CH:5][C:4]([N+:1]([O-:3])=[O:2])=[CH:9][CH:8]=3)[N:15]=[C:14]([C:16]3[CH:21]=[CH:20][CH:19]=[CH:18][CH:17]=3)[N:13]=2)=[CH:29][CH:28]=1. The catalyst class is: 18. (2) Reactant: O1[C:5]2([CH2:10][CH2:9][N:8]([C@@H:11]3[CH2:16][CH2:15][CH2:14][CH2:13][C@H:12]3[OH:17])[CH2:7][CH2:6]2)[O:4]CC1.Cl.O.[OH-].[Na+]. Product: [OH:17][C@@H:12]1[CH2:13][CH2:14][CH2:15][CH2:16][C@H:11]1[N:8]1[CH2:9][CH2:10][C:5](=[O:4])[CH2:6][CH2:7]1. The catalyst class is: 12. (3) The catalyst class is: 73. Product: [Cl:40][C:37]1[CH:36]=[CH:35][C:34]([CH:32]([OH:33])[C:19]2[C:16]3[C:17](=[O:18])[N:12]([CH2:11][CH2:10][CH2:9][O:8][CH:68]4[CH2:69][CH2:58][CH2:65][CH2:66][O:67]4)[C:13](=[O:42])[N:14]([CH3:41])[C:15]=3[N:22]=[CH:21][C:20]=2[C:50]2[CH:49]=[CH:48][CH:47]=[C:46]([O:45][C:44]([F:56])([F:55])[F:43])[CH:51]=2)=[CH:39][CH:38]=1. Reactant: [Si]([O:8][CH2:9][CH2:10][CH2:11][N:12]1[C:17](=[O:18])[C:16]2[C:19]([CH:32]([C:34]3[CH:39]=[CH:38][C:37]([Cl:40])=[CH:36][CH:35]=3)[OH:33])=[C:20](C3C=CC=CC=3C(C)C)[CH:21]=[N:22][C:15]=2[N:14]([CH3:41])[C:13]1=[O:42])(C(C)(C)C)(C)C.[F:43][C:44]([F:56])([F:55])[O:45][C:46]1[CH:47]=[C:48](B(O)O)[CH:49]=[CH:50][CH:51]=1.O.[C:58]([O-])([O-])=O.[K+].[K+].O1[CH2:69][CH2:68][O:67][CH2:66][CH2:65]1. (4) Reactant: O1[CH2:5][CH2:4][CH2:3][CH2:2]1.[Cl-].[NH4+]. Product: [C:2]1([C:3]2[CH:2]=[CH:5][CH:4]=[CH:5][CH:4]=2)[CH:3]=[CH:2][CH:5]=[CH:4][CH:3]=1. The catalyst class is: 6. (5) Reactant: [C:1]1([C:7]2[S:8][C:9]([C:18]([OH:20])=O)=[C:10]([C:12]3[CH:17]=[CH:16][CH:15]=[CH:14][CH:13]=3)[N:11]=2)[CH:6]=[CH:5][CH:4]=[CH:3][CH:2]=1.[NH2:21][C:22]1[CH:27]=[CH:26][CH:25]=[CH:24][CH:23]=1.C(N(C(C)C)CC)(C)C. Product: [C:22]1([NH:21][C:18]([C:9]2[S:8][C:7]([C:1]3[CH:2]=[CH:3][CH:4]=[CH:5][CH:6]=3)=[N:11][C:10]=2[C:12]2[CH:13]=[CH:14][CH:15]=[CH:16][CH:17]=2)=[O:20])[CH:27]=[CH:26][CH:25]=[CH:24][CH:23]=1. The catalyst class is: 3. (6) Reactant: C(N(CC)CC)C.[CH3:8][NH:9][NH2:10].[Br:11][C:12]1[CH:17]=[C:16]([F:18])[C:15]([C:19](=O)/[CH:20]=[C:21](\O)/[CH3:22])=[C:14]([F:25])[CH:13]=1. Product: [Br:11][C:12]1[CH:17]=[C:16]([F:18])[C:15]([C:19]2[N:9]([CH3:8])[N:10]=[C:21]([CH3:22])[CH:20]=2)=[C:14]([F:25])[CH:13]=1. The catalyst class is: 8. (7) Reactant: C[O:2][C:3](=[O:28])[C:4]1[CH:9]=[C:8]([C:10](=[O:26])[C:11]2[CH:16]=[CH:15][C:14]([N:17]([C:19]3[CH:24]=[CH:23][C:22]([Cl:25])=[CH:21][CH:20]=3)[CH3:18])=[CH:13][N:12]=2)[CH:7]=[CH:6][C:5]=1[NH2:27].[F:29][C:30]([F:41])([F:40])[C:31]1[CH:39]=[CH:38][C:34]([C:35](Cl)=[O:36])=[CH:33][CH:32]=1.C1(C)C=CC=CC=1. Product: [Cl:25][C:22]1[CH:23]=[CH:24][C:19]([N:17]([CH3:18])[C:14]2[CH:15]=[CH:16][C:11]([C:10]([C:8]3[CH:7]=[CH:6][C:5]([NH:27][C:35](=[O:36])[C:34]4[CH:38]=[CH:39][C:31]([C:30]([F:29])([F:40])[F:41])=[CH:32][CH:33]=4)=[C:4]([CH:9]=3)[C:3]([OH:2])=[O:28])=[O:26])=[N:12][CH:13]=2)=[CH:20][CH:21]=1. The catalyst class is: 5. (8) Reactant: [CH:1]1([C:4]2[NH:8][C:7]3[CH:9]=[C:10]([C:27]4[C:28]([CH3:33])=[N:29][O:30][C:31]=4[CH3:32])[CH:11]=[C:12]([C:13]([C:21]4C=CC=C[CH:22]=4)([C:15]4C=NC=C[CH:20]=4)O)[C:6]=3[N:5]=2)[CH2:3][CH2:2]1. Product: [CH:1]1([C:4]2[NH:8][C:7]3[CH:9]=[C:10]([C:27]4[C:28]([CH3:33])=[N:29][O:30][C:31]=4[CH3:32])[CH:11]=[C:12]([CH:13]([CH2:15][CH3:20])[CH2:21][CH3:22])[C:6]=3[N:5]=2)[CH2:3][CH2:2]1. The catalyst class is: 63. (9) Reactant: [CH3:1][O:2][C:3]1[CH:18]=[CH:17][C:6]([CH2:7][N:8]2[C:12](=[O:13])[CH2:11][CH:10](C(N)=O)[CH2:9]2)=[CH:5][CH:4]=1.C(O)(=O)C.C(O)(=O)C.I(C1C=CC=CC=1)=O.[ClH:35].O.C(#[N:39])C. Product: [ClH:35].[NH2:39][CH:10]1[CH2:9][N:8]([CH2:7][C:6]2[CH:17]=[CH:18][C:3]([O:2][CH3:1])=[CH:4][CH:5]=2)[C:12](=[O:13])[CH2:11]1. The catalyst class is: 6. (10) Reactant: O=[C:2]1[C:11]2[N:10]=[CH:9][CH:8]=[CH:7][C:6]=2[CH2:5][CH2:4][CH:3]1[CH2:12][C:13]#[N:14].[H][H]. Product: [NH:14]1[CH:2]2[CH:3]([CH2:4][CH2:5][C:6]3[CH:7]=[CH:8][CH:9]=[N:10][C:11]=32)[CH2:12][CH2:13]1. The catalyst class is: 181.